Dataset: Full USPTO retrosynthesis dataset with 1.9M reactions from patents (1976-2016). Task: Predict the reactants needed to synthesize the given product. (1) Given the product [Cl:11][C:4]1[S:3][C:2]([NH:1][C:17](=[O:18])[C:16]2[CH:20]=[CH:21][C:13]([Cl:12])=[C:14]([N+:22]([O-:24])=[O:23])[CH:15]=2)=[N:6][C:5]=1[C:7]([F:10])([F:8])[F:9], predict the reactants needed to synthesize it. The reactants are: [NH2:1][C:2]1[S:3][C:4]([Cl:11])=[C:5]([C:7]([F:10])([F:9])[F:8])[N:6]=1.[Cl:12][C:13]1[CH:21]=[CH:20][C:16]([C:17](Cl)=[O:18])=[CH:15][C:14]=1[N+:22]([O-:24])=[O:23].Cl. (2) Given the product [CH2:15]([N:22]1[CH2:9][CH:4]2[CH2:10][CH:7]([C:6]3[CH:11]=[CH:12][CH:13]=[CH:14][C:5]=32)[CH2:8]1)[C:16]1[CH:21]=[CH:20][CH:19]=[CH:18][CH:17]=1, predict the reactants needed to synthesize it. The reactants are: O=[O+][O-].[C:4]12[CH2:10][C:7](=[CH:8][CH:9]=1)[C:6]1[CH:11]=[CH:12][CH:13]=[CH:14][C:5]2=1.[CH2:15]([NH2:22])[C:16]1[CH:21]=[CH:20][CH:19]=[CH:18][CH:17]=1.C(O)=O.[H][H]. (3) Given the product [Cl:6][C:7]1[C:8]([CH:23]=[O:24])=[N:9][CH:10]=[C:11]([N:13]([CH2:15][CH:16]2[CH2:18][CH2:17]2)[CH3:14])[N:12]=1, predict the reactants needed to synthesize it. The reactants are: P(Cl)(Cl)(Cl)=O.[Cl:6][C:7]1[N:12]=[C:11]([N:13]([CH2:15][CH:16]2[CH2:18][CH2:17]2)[CH3:14])[CH:10]=[N:9][CH:8]=1.O.CN([CH:23]=[O:24])C. (4) Given the product [C:13]1([C@@H:12]2[CH2:11][N:10]([CH2:26][C:27]([F:30])([F:29])[F:28])[CH2:9][C@H:8]2[NH:7][C:6](=[O:19])[O:5][C:1]([CH3:4])([CH3:2])[CH3:3])[CH:14]=[CH:15][CH:16]=[CH:17][CH:18]=1, predict the reactants needed to synthesize it. The reactants are: [C:1]([O:5][C:6](=[O:19])[NH:7][C@H:8]1[C@H:12]([C:13]2[CH:18]=[CH:17][CH:16]=[CH:15][CH:14]=2)[CH2:11][NH:10][CH2:9]1)([CH3:4])([CH3:3])[CH3:2].FC(F)(F)S(O[CH2:26][C:27]([F:30])([F:29])[F:28])(=O)=O.CCN(C(C)C)C(C)C. (5) Given the product [Cl:1][C:2]1[CH:7]=[CH:6][C:5]([CH2:8][CH:9]([C:11]2([CH3:14])[CH2:13][CH2:12]2)[NH2:28])=[CH:4][C:3]=1[O:15][CH2:16][CH2:17][CH2:18][O:19][CH3:20], predict the reactants needed to synthesize it. The reactants are: [Cl:1][C:2]1[CH:7]=[CH:6][C:5]([CH2:8][C:9]([C:11]2([CH3:14])[CH2:13][CH2:12]2)=O)=[CH:4][C:3]=1[O:15][CH2:16][CH2:17][CH2:18][O:19][CH3:20].C([O-])(=O)C.[NH4+].[BH3-]C#[N:28].[Na+]. (6) Given the product [C:50]([NH:57][CH2:58][CH2:59][O:60][CH2:61][CH2:62][O:63][CH2:64][CH2:65][NH:66][C:10](=[O:12])[CH2:9][CH2:8][CH2:7][CH2:6][C@H:4]1[C@@H:3]2[C@@H:2]([NH:16][C:14]([NH:13]2)=[O:15])[CH2:1][S:5]1)([O:52][C:53]([CH3:56])([CH3:55])[CH3:54])=[O:51], predict the reactants needed to synthesize it. The reactants are: [CH2:1]1[S:5][C@@H:4]([CH2:6][CH2:7][CH2:8][CH2:9][C:10]([OH:12])=O)[C@H:3]2[NH:13][C:14]([NH:16][C@@H:2]12)=[O:15].F[P-](F)(F)(F)(F)F.N1(OC(N(C)C)=[N+](C)C)C2C=CC=CC=2N=N1.CCN(C(C)C)C(C)C.[C:50]([NH:57][CH2:58][CH2:59][O:60][CH2:61][CH2:62][O:63][CH2:64][CH2:65][NH2:66])([O:52][C:53]([CH3:56])([CH3:55])[CH3:54])=[O:51]. (7) Given the product [CH3:1][C:2]1([CH3:32])[NH:3][CH2:4][CH2:5][N:6]([CH2:8][C:9]2[CH:14]=[CH:13][C:12]([N:15]3[CH2:20][CH2:19][O:18][CH2:17][CH2:16]3)=[CH:11][C:10]=2[C:21]([F:24])([F:22])[F:23])[CH2:7]1, predict the reactants needed to synthesize it. The reactants are: [CH3:1][C:2]1([CH3:32])[CH2:7][N:6]([CH2:8][C:9]2[CH:14]=[CH:13][C:12]([N:15]3[CH2:20][CH2:19][O:18][CH2:17][CH2:16]3)=[CH:11][C:10]=2[C:21]([F:24])([F:23])[F:22])[CH2:5][CH2:4][N:3]1C(OC(C)(C)C)=O.FC(F)(F)C(O)=O. (8) Given the product [CH3:13][O:14][C:15]1[CH:16]=[CH:17][C:18]([O:19][C:20]2[C:25](=[O:26])[N:24]([CH2:27][C:28]3[CH:33]=[CH:32][C:31]([C:34]4[CH:39]=[CH:38][CH:37]=[CH:36][C:35]=4[C:40]4[NH:3][C:4](=[O:7])[O:5][N:41]=4)=[CH:30][CH:29]=3)[C:23]([CH2:42][CH2:43][CH3:44])=[N:22][C:21]=2[CH3:45])=[CH:46][CH:47]=1, predict the reactants needed to synthesize it. The reactants are: [Cl-].O[NH3+:3].[C:4](=[O:7])([O-])[OH:5].[Na+].CS(C)=O.[CH3:13][O:14][C:15]1[CH:47]=[CH:46][C:18]([O:19][C:20]2[C:25](=[O:26])[N:24]([CH2:27][C:28]3[CH:33]=[CH:32][C:31]([C:34]4[C:35]([C:40]#[N:41])=[CH:36][CH:37]=[CH:38][CH:39]=4)=[CH:30][CH:29]=3)[C:23]([CH2:42][CH2:43][CH3:44])=[N:22][C:21]=2[CH3:45])=[CH:17][CH:16]=1. (9) Given the product [C:9]([N:12]([C:18]1[C:27]2[C:22](=[CH:23][CH:24]=[CH:25][CH:26]=2)[CH:21]=[CH:20][CH:19]=1)[C@@H:13]([C:15]([OH:17])=[O:16])[CH3:14])(=[O:11])[CH3:10].[CH3:1][O:2][CH2:3][C@H:4]([C:6]([OH:8])=[O:7])[NH2:5], predict the reactants needed to synthesize it. The reactants are: [CH3:1][O:2][CH2:3][CH:4]([C:6]([OH:8])=[O:7])[NH2:5].[C:9]([N:12]([C:18]1[C:27]2[C:22](=[CH:23][CH:24]=[CH:25][CH:26]=2)[CH:21]=[CH:20][CH:19]=1)[C@@H:13]([C:15]([OH:17])=[O:16])[CH3:14])(=[O:11])[CH3:10]. (10) Given the product [C:7]1([CH:2]([CH3:4])[CH3:1])[CH:12]=[CH:11][CH:10]=[CH:9][CH:8]=1, predict the reactants needed to synthesize it. The reactants are: [CH3:1][C:2]([CH3:4])=O.[H][H].[CH:7]1[CH:12]=[CH:11][CH:10]=[CH:9][CH:8]=1.